The task is: Regression/Classification. Given a drug SMILES string, predict its absorption, distribution, metabolism, or excretion properties. Task type varies by dataset: regression for continuous measurements (e.g., permeability, clearance, half-life) or binary classification for categorical outcomes (e.g., BBB penetration, CYP inhibition). Dataset: cyp2c19_veith.. This data is from CYP2C19 inhibition data for predicting drug metabolism from PubChem BioAssay. (1) The compound is Cc1cc2c(=O)[nH]c(N)nc2nc1C. The result is 0 (non-inhibitor). (2) The compound is Cc1cc(C)c(S(C)(=O)=O)c(Oc2ccc(C(C)(C)C)cc2)n1. The result is 1 (inhibitor). (3) The molecule is CN(c1ccc(C(=O)NCC2CCCO2)cc1)S(=O)(=O)c1ccccc1. The result is 0 (non-inhibitor).